This data is from Forward reaction prediction with 1.9M reactions from USPTO patents (1976-2016). The task is: Predict the product of the given reaction. (1) Given the reactants [Cl:1][C:2]1[CH:7]=[CH:6][C:5]([C:8]2[C:13]([CH3:14])=[N:12][NH:11][C:10](=O)[C:9]=2[C:16]2[C:21]([C:22]([F:25])([F:24])[F:23])=[CH:20][CH:19]=[CH:18][N:17]=2)=[CH:4][CH:3]=1.P(Cl)(Cl)([Cl:28])=O, predict the reaction product. The product is: [Cl:28][C:10]1[N:11]=[N:12][C:13]([CH3:14])=[C:8]([C:5]2[CH:6]=[CH:7][C:2]([Cl:1])=[CH:3][CH:4]=2)[C:9]=1[C:16]1[C:21]([C:22]([F:25])([F:24])[F:23])=[CH:20][CH:19]=[CH:18][N:17]=1. (2) Given the reactants [NH2:1][C:2]1[NH:6][N:5]=[C:4]([NH:7][C:8]2[CH:9]=[N:10][C:11]([CH:14]3[CH2:19][C@H:18]([CH3:20])[O:17][C@H:16]([CH3:21])[CH2:15]3)=[CH:12][CH:13]=2)[C:3]=1[C:22]([NH2:24])=[O:23].[CH3:25][C:26]1[CH:27]=[C:28]([CH:31]=[C:32]([CH3:35])[C:33]=1[OH:34])[CH:29]=O.[BH4-].[Na+].O, predict the reaction product. The product is: [CH3:20][C@@H:18]1[CH2:19][CH:14]([C:11]2[N:10]=[CH:9][C:8]([NH:7][C:4]3[C:3]([C:22]([NH2:24])=[O:23])=[C:2]([NH:1][CH2:29][C:28]4[CH:31]=[C:32]([CH3:35])[C:33]([OH:34])=[C:26]([CH3:25])[CH:27]=4)[NH:6][N:5]=3)=[CH:13][CH:12]=2)[CH2:15][C@H:16]([CH3:21])[O:17]1. (3) Given the reactants Cl.[CH3:2][NH:3][O:4][CH3:5].C[Al](C)C.[F:10][C:11]1[CH:12]=[CH:13][C:14]2[O:19][CH2:18][CH:17]3[CH:20](C4C=CC=CC=4)[CH:21]=[N:22][N:16]3[C:15]=2[CH:29]=1.CCC([O-])=[O:33].[C:35]1([CH3:41])[CH:40]=[CH:39][CH:38]=[CH:37][CH:36]=1, predict the reaction product. The product is: [F:10][C:11]1[CH:12]=[CH:13][C:14]2[O:19][CH2:18][CH:17]3[CH:41]([C:35]4[CH:40]=[CH:39][CH:38]=[CH:37][CH:36]=4)[C:21]([C:20]([N:3]([O:4][CH3:5])[CH3:2])=[O:33])=[N:22][N:16]3[C:15]=2[CH:29]=1. (4) Given the reactants C1N2CN3CN(C2)CN1C3.C(Br)[C:12]([C:14]1C=CC=CC=1)=[O:13].C(C1C=CC=CC=1)(=[O:23])C.Cl.[NH2:31][CH2:32][C:33]([C:35]1[CH:40]=[CH:39][CH:38]=[CH:37][CH:36]=1)=[O:34].C([O-])(=O)C.[Na+].C([Cl:63])(=O)CCCCCCCCCCCCCCC, predict the reaction product. The product is: [ClH:63].[NH2:31][CH2:32][C:33]([C:35]1[CH:40]=[CH:39][C:38]2[O:13][CH2:12][CH2:14][O:23][C:37]=2[CH:36]=1)=[O:34]. (5) Given the reactants C([O:5][C:6](=[O:18])[CH2:7][NH:8][C:9](=[O:17])[C:10]1[CH:15]=[CH:14][C:13]([OH:16])=[CH:12][CH:11]=1)(C)(C)C.[CH2:19]1[C:27]2[C:22](=[CH:23][CH:24]=[CH:25][CH:26]=2)[CH2:21][CH:20]1[CH2:28]O, predict the reaction product. The product is: [CH2:19]1[C:27]2[C:22](=[CH:23][CH:24]=[CH:25][CH:26]=2)[CH2:21][CH:20]1[CH2:28][O:16][C:13]1[CH:12]=[CH:11][C:10]([C:9]([NH:8][CH2:7][C:6]([OH:5])=[O:18])=[O:17])=[CH:15][CH:14]=1. (6) Given the reactants [F:1][C:2]([F:7])([F:6])[C:3]([OH:5])=[O:4].ClCCl.C(OC(=O)[NH:17][CH2:18][C@@H:19]1[O:23][C:22](=[O:24])[N:21]([C:25]2[CH:30]=[CH:29][C:28]([C:31]3[S:32][CH2:33][C:34](=[S:37])[NH:35][N:36]=3)=[C:27]([F:38])[CH:26]=2)[CH2:20]1)(C)(C)C, predict the reaction product. The product is: [F:1][C:2]([F:7])([F:6])[C:3]([OH:5])=[O:4].[NH2:17][CH2:18][C@@H:19]1[O:23][C:22](=[O:24])[N:21]([C:25]2[CH:30]=[CH:29][C:28]([C:31]3[S:32][CH2:33][C:34](=[S:37])[NH:35][N:36]=3)=[C:27]([F:38])[CH:26]=2)[CH2:20]1. (7) Given the reactants [N:1]1[C:10]2[C:5](=[C:6](B(O)O)[CH:7]=[CH:8][CH:9]=2)[CH:4]=[CH:3][CH:2]=1.Cl[C:15]1[N:20]=[C:19]([NH2:21])[N:18]=[C:17]([NH:22][CH3:23])[CH:16]=1, predict the reaction product. The product is: [CH3:23][NH:22][C:17]1[CH:16]=[C:15]([C:6]2[CH:7]=[CH:8][CH:9]=[C:10]3[C:5]=2[CH:4]=[CH:3][CH:2]=[N:1]3)[N:20]=[C:19]([NH2:21])[N:18]=1. (8) The product is: [C:1]([N:4]1[C:13]2[C:8](=[CH:9][C:10]([C:14]([NH2:15])=[O:16])=[CH:11][CH:12]=2)[C@H:7]([NH2:17])[C@@H:6]([CH3:28])[C@@H:5]1[CH:29]1[CH2:30][CH2:31]1)(=[O:3])[CH3:2]. Given the reactants [C:1]([N:4]1[C:13]2[C:8](=[CH:9][C:10]([C:14](=[O:16])[NH2:15])=[CH:11][CH:12]=2)[C@H:7]([NH:17]C(=O)OCC2C=CC=CC=2)[C@@H:6]([CH3:28])[C@@H:5]1[CH:29]1[CH2:31][CH2:30]1)(=[O:3])[CH3:2], predict the reaction product. (9) Given the reactants [Br:1][C:2]1[CH:3]=[CH:4][C:5]([O:10][CH3:11])=[C:6]([CH:9]=1)[CH2:7][NH2:8].CO[C:14](=[NH:22])[CH:15]([O:19][CH2:20][CH3:21])[O:16][CH2:17][CH3:18], predict the reaction product. The product is: [Br:1][C:2]1[CH:9]=[C:6]([C:5]([O:10][CH3:11])=[CH:4][CH:3]=1)[CH2:7][NH:8][C:14](=[NH:22])[CH:15]([O:19][CH2:20][CH3:21])[O:16][CH2:17][CH3:18].